From a dataset of Reaction yield outcomes from USPTO patents with 853,638 reactions. Predict the reaction yield, written as a fraction of the theoretical maximum amount of product (1.0 means a 100% yield; for example, 0.34 means a 34% yield). (1) The reactants are [N:1]1([CH2:6][CH2:7][CH2:8][CH2:9][C:10]2[CH:15]=[CH:14][C:13]([OH:16])=[CH:12][CH:11]=2)[CH:5]=[CH:4][N:3]=[N:2]1.Cl[CH2:18][C:19]1[N:20]=[C:21](/[CH:24]=[CH:25]/[C:26]2[CH:31]=[CH:30][C:29]([C:32]([F:35])([F:34])[F:33])=[CH:28][CH:27]=2)[O:22][CH:23]=1.C(=O)([O-])[O-].[K+].[K+].O. The catalyst is CN(C)C=O.CO. The product is [F:35][C:32]([F:33])([F:34])[C:29]1[CH:30]=[CH:31][C:26](/[CH:25]=[CH:24]/[C:21]2[O:22][CH:23]=[C:19]([CH2:18][O:16][C:13]3[CH:12]=[CH:11][C:10]([CH2:9][CH2:8][CH2:7][CH2:6][N:1]4[CH:5]=[CH:4][N:3]=[N:2]4)=[CH:15][CH:14]=3)[N:20]=2)=[CH:27][CH:28]=1. The yield is 0.930. (2) The reactants are C([Si]([O:8]/[C:9](/[C:12]1[CH:17]=[CH:16][CH:15]=[C:14]([Br:18])[CH:13]=1)=[CH:10]\[CH3:11])(C)C)(C)(C)C.CC[C@@H]1[C@@H]2C[C@H]([C@@H](OC3C4C(=CC=CC=4)C(O[C@@H](C4C=CN=C5C=4C=C(OC)C=C5)[C@@H]4N5C[C@H](CC)[C@@H](CC5)C4)=NN=3)C3C=CN=C4C=3C=C([O:40]C)C=C4)N(CC2)C1.CS(N)(=O)=O. The catalyst is C(O)(C)(C)C.O. The product is [Br:18][C:14]1[CH:13]=[C:12]([C:9](=[O:8])[C@H:10]([OH:40])[CH3:11])[CH:17]=[CH:16][CH:15]=1. The yield is 0.880. (3) The reactants are [S:1]1[CH:5]=[CH:4][CH:3]=[C:2]1[CH2:6][C:7]#[N:8].[H-].[Na+].Br[CH2:12][CH2:13]Br. The catalyst is CS(C)=O. The product is [S:1]1[CH:5]=[CH:4][CH:3]=[C:2]1[C:6]1([C:7]#[N:8])[CH2:13][CH2:12]1. The yield is 0.540. (4) The reactants are [CH:1]1([N:6]2[CH2:12][C:11]([F:14])([F:13])[C:10](=[O:15])[N:9]([CH3:16])[C:8]3[CH:17]=[N:18][C:19]([NH:21][C:22]4[CH:30]=[CH:29][C:25]([C:26]([OH:28])=O)=[CH:24][C:23]=4[O:31][CH3:32])=[N:20][C:7]2=3)[CH2:5][CH2:4][CH2:3][CH2:2]1.[NH2:33][CH:34]1[CH2:37][N:36](C(OC(C)(C)C)=O)[CH2:35]1.CN(C(ON1N=NC2C=CC=NC1=2)=[N+](C)C)C.F[P-](F)(F)(F)(F)F.CCN(C(C)C)C(C)C. The catalyst is CN(C=O)C.O. The product is [NH:36]1[CH2:37][CH:34]([NH:33][C:26](=[O:28])[C:25]2[CH:29]=[CH:30][C:22]([NH:21][C:19]3[N:18]=[CH:17][C:8]4[N:9]([CH3:16])[C:10](=[O:15])[C:11]([F:14])([F:13])[CH2:12][N:6]([CH:1]5[CH2:5][CH2:4][CH2:3][CH2:2]5)[C:7]=4[N:20]=3)=[C:23]([O:31][CH3:32])[CH:24]=2)[CH2:35]1. The yield is 0.340. (5) The reactants are [CH2:1]1[C:10]2[C:5](=CC=[CH:8][CH:9]=2)[CH2:4][CH2:3][N:2]1[CH2:11][CH2:12][CH2:13][CH2:14][O:15][C:16]1[CH:17]=[CH:18][C:19]2[CH2:25][CH2:24][NH:23][C:22](=[O:26])[NH:21][C:20]=2[N:27]=1.[S:28]1C2CCNCC=2C=C1. The product is [S:28]1[C:5]2[CH2:4][CH2:3][N:2]([CH2:11][CH2:12][CH2:13][CH2:14][O:15][C:16]3[CH:17]=[CH:18][C:19]4[CH2:25][CH2:24][NH:23][C:22](=[O:26])[NH:21][C:20]=4[N:27]=3)[CH2:1][C:10]=2[CH:9]=[CH:8]1. No catalyst specified. The yield is 0.610. (6) The reactants are C[O:2][C:3](=[O:45])[C:4]1[CH:9]=[CH:8][C:7]([CH2:10][NH:11][C:12]([C:14]2[N:19]3[N:20]=[CH:21][C:22]([C:23](=[O:32])[NH:24][C:25]4[CH:30]=[CH:29][CH:28]=[CH:27][C:26]=4[Cl:31])=[C:18]3[N:17]=[C:16]([C:33](=[O:44])[NH:34][CH2:35][C:36]3[CH:41]=[CH:40][C:39]([F:42])=[C:38]([F:43])[CH:37]=3)[CH:15]=2)=[O:13])=[CH:6][CH:5]=1.[OH-].C[Sn+](C)C. The catalyst is ClC(Cl)C. The product is [Cl:31][C:26]1[CH:27]=[CH:28][CH:29]=[CH:30][C:25]=1[NH:24][C:23]([C:22]1[CH:21]=[N:20][N:19]2[C:14]([C:12]([NH:11][CH2:10][C:7]3[CH:6]=[CH:5][C:4]([C:3]([OH:45])=[O:2])=[CH:9][CH:8]=3)=[O:13])=[CH:15][C:16]([C:33](=[O:44])[NH:34][CH2:35][C:36]3[CH:41]=[CH:40][C:39]([F:42])=[C:38]([F:43])[CH:37]=3)=[N:17][C:18]=12)=[O:32]. The yield is 0.640. (7) The reactants are [F:1][CH:2]([F:16])[C:3]1[N:7]2[CH:8]=[C:9]([N+:13]([O-])=O)[CH:10]=[C:11]([CH3:12])[C:6]2=[N:5][N:4]=1. The catalyst is CO.[Pd]. The product is [F:16][CH:2]([F:1])[C:3]1[N:7]2[CH:8]=[C:9]([NH2:13])[CH:10]=[C:11]([CH3:12])[C:6]2=[N:5][N:4]=1. The yield is 0.490. (8) The product is [NH2:20][C:19]1[C:3]([O:2][CH3:1])=[CH:4][C:5]2[CH2:11][CH2:10][N:9]([CH2:12][CH2:13][NH:14][C:15](=[O:17])[CH3:16])[CH2:8][CH2:7][C:6]=2[CH:18]=1. The catalyst is CO.[Pd]. The reactants are [CH3:1][O:2][C:3]1[C:19]([N+:20]([O-])=O)=[CH:18][C:6]2[CH2:7][CH2:8][N:9]([CH2:12][CH2:13][NH:14][C:15](=[O:17])[CH3:16])[CH2:10][CH2:11][C:5]=2[CH:4]=1. The yield is 1.00. (9) The reactants are C(OC(=O)[NH:7][C@H:8]1[CH2:12][C:11](=[O:13])[N:10]([C:14]2[CH:15]=[CH:16][C:17]3[O:22][CH2:21][C:20](=[O:23])[N:19](COC)[C:18]=3[CH:27]=2)[CH2:9]1)(C)(C)C.Cl.C(=O)([O-])O.[Na+]. The catalyst is O1CCCC1. The product is [NH2:7][C@@H:8]1[CH2:9][N:10]([C:14]2[CH:15]=[CH:16][C:17]3[O:22][CH2:21][C:20](=[O:23])[NH:19][C:18]=3[CH:27]=2)[C:11](=[O:13])[CH2:12]1. The yield is 0.300.